This data is from CYP3A4 inhibition data for predicting drug metabolism from PubChem BioAssay. The task is: Regression/Classification. Given a drug SMILES string, predict its absorption, distribution, metabolism, or excretion properties. Task type varies by dataset: regression for continuous measurements (e.g., permeability, clearance, half-life) or binary classification for categorical outcomes (e.g., BBB penetration, CYP inhibition). Dataset: cyp3a4_veith. (1) The compound is CC(C)CCNc1ncnc2[nH]ncc12. The result is 0 (non-inhibitor). (2) The molecule is CO[C@@H]1/C=C\O[C@]2(C)Oc3c(C)c(O)c4c(O)c(c(CN(C)C)c(O)c4c3C2=O)NC(=O)/C(C)=C\C=C[C@@H](C)[C@@H](O)[C@H](C)[C@@H](O)[C@H](C)[C@H](OC(C)=O)[C@@H]1C. The result is 0 (non-inhibitor).